From a dataset of Forward reaction prediction with 1.9M reactions from USPTO patents (1976-2016). Predict the product of the given reaction. (1) Given the reactants O[CH2:2][CH2:3][CH2:4][C:5]1[CH:10]=[CH:9][CH:8]=[CH:7][C:6]=1[C:11]1[CH:12]=[C:13]2[C:18](=[C:19]([O:21][CH2:22][O:23][CH2:24][CH2:25][Si:26]([CH3:29])([CH3:28])[CH3:27])[CH:20]=1)[N:17]=[CH:16][N:15]([CH2:30][O:31][CH2:32][CH2:33][Si:34]([CH3:37])([CH3:36])[CH3:35])[C:14]2=[O:38].C1(P(C2C=CC=CC=2)C2C=CC=CC=2)C=CC=CC=1.[Br:58]C(Br)(Br)Br, predict the reaction product. The product is: [Br:58][CH2:2][CH2:3][CH2:4][C:5]1[CH:10]=[CH:9][CH:8]=[CH:7][C:6]=1[C:11]1[CH:12]=[C:13]2[C:18](=[C:19]([O:21][CH2:22][O:23][CH2:24][CH2:25][Si:26]([CH3:29])([CH3:28])[CH3:27])[CH:20]=1)[N:17]=[CH:16][N:15]([CH2:30][O:31][CH2:32][CH2:33][Si:34]([CH3:37])([CH3:36])[CH3:35])[C:14]2=[O:38]. (2) Given the reactants [C:1]([C:3]1[CH:8]=[CH:7][C:6]([C:9]2[CH:10]=[CH:11][CH:12]=[C:13]3[C:18]=2[CH:17]=[C:16]([C:19]([O:21][CH3:22])=[O:20])[CH:15]=[CH:14]3)=[CH:5][CH:4]=1)#[N:2].Cl.[NH2:24][OH:25].C(N(C(C)C)CC)(C)C.CO, predict the reaction product. The product is: [NH2:2][C:1](=[N:24][OH:25])[C:3]1[CH:8]=[CH:7][C:6]([C:9]2[CH:10]=[CH:11][CH:12]=[C:13]3[C:18]=2[CH:17]=[C:16]([C:19]([O:21][CH3:22])=[O:20])[CH:15]=[CH:14]3)=[CH:5][CH:4]=1. (3) Given the reactants [NH2:1][C:2]1[C:11]([C:12]([NH2:14])=[O:13])=[C:10](Cl)[C:9]2[C:4](=[CH:5][C:6]([Br:16])=[CH:7][CH:8]=2)[N:3]=1.[NH2:17][C:18]1[CH:19]=[C:20]([CH:26]=[CH:27][CH:28]=1)[C:21]([O:23][CH2:24][CH3:25])=[O:22].C(O)(=O)C, predict the reaction product. The product is: [NH2:1][C:2]1[C:11]([C:12]([NH2:14])=[O:13])=[C:10]([NH:17][C:18]2[CH:19]=[C:20]([CH:26]=[CH:27][CH:28]=2)[C:21]([O:23][CH2:24][CH3:25])=[O:22])[C:9]2[C:4](=[CH:5][C:6]([Br:16])=[CH:7][CH:8]=2)[N:3]=1. (4) Given the reactants O1C2C=CC(C[C:11](Cl)=[O:12])=CC=2OC1.CO[C:16]1[CH:21]=[CH:20][C:19]([O:22]C)=[CH:18][C:17]=1[C:24]1[S:28][C:27]([NH:29][C:30](=[O:39])[C:31]2[C:36]([F:37])=[CH:35][CH:34]=[CH:33][C:32]=2[F:38])=[N:26][C:25]=1[CH3:40].[Br:41]Br, predict the reaction product. The product is: [Br:41][C:21]1[C:20]2[O:12][CH2:11][O:22][C:19]=2[CH:18]=[C:17]([C:24]2[S:28][C:27]([NH:29][C:30](=[O:39])[C:31]3[C:36]([F:37])=[CH:35][CH:34]=[CH:33][C:32]=3[F:38])=[N:26][C:25]=2[CH3:40])[CH:16]=1. (5) Given the reactants [CH2:1]1[C:9]2[C:4](=[CH:5][CH:6]=[CH:7][CH:8]=2)[CH2:3][CH:2]1[C@H:10]1[NH:15][C:14](=[O:16])[C@@H:13]([CH:17]([CH2:20][CH3:21])[CH2:18][CH3:19])[N:12]([CH2:22][C:23]2[CH:28]=[CH:27][CH:26]=[CH:25][C:24]=2[S:29]([NH:32][CH2:33][C:34]([O:36]CC2C=CC=CC=2)=[O:35])(=[O:31])=[O:30])[C:11]1=[O:44].C(O)(=O)C, predict the reaction product. The product is: [CH2:1]1[C:9]2[C:4](=[CH:5][CH:6]=[CH:7][CH:8]=2)[CH2:3][CH:2]1[C@H:10]1[NH:15][C:14](=[O:16])[C@@H:13]([CH:17]([CH2:20][CH3:21])[CH2:18][CH3:19])[N:12]([CH2:22][C:23]2[CH:28]=[CH:27][CH:26]=[CH:25][C:24]=2[S:29]([NH:32][CH2:33][C:34]([OH:36])=[O:35])(=[O:31])=[O:30])[C:11]1=[O:44]. (6) The product is: [OH:17][CH2:14][C:21]1[CH:20]=[CH:7][C:6]([C:5]2[CH:6]=[CH:7][C:8]([O:11][CH2:12][CH3:13])=[N:9][CH:10]=2)=[CH:5][CH:10]=1. Given the reactants B(O)O.Br[C:5]1[CH:6]=[CH:7][C:8]([O:11][CH2:12][CH3:13])=[N:9][CH:10]=1.[C:14](=[O:17])([O-])[O-].[Na+].[Na+].[CH2:20](O)[CH3:21], predict the reaction product. (7) The product is: [C:17]([O:16][C@H:15]1[C@H:14]([O:25][C:36](=[O:38])[CH3:37])[C@:13]([C:34]#[N:35])([N:26]2[CH:31]=[CH:30][C:29](=[O:32])[NH:28][C:27]2=[O:33])[O:12][C@@H:11]1[CH2:10][O:9][C:1](=[O:8])[C:2]1[CH:7]=[CH:6][CH:5]=[CH:4][CH:3]=1)(=[O:24])[C:18]1[CH:19]=[CH:20][CH:21]=[CH:22][CH:23]=1. Given the reactants [C:1]([O:9][CH2:10][C@@H:11]1[C@@H:15]([O:16][C:17](=[O:24])[C:18]2[CH:23]=[CH:22][CH:21]=[CH:20][CH:19]=2)[C@H:14]([OH:25])[C@:13]([C:34]#[N:35])([N:26]2[CH:31]=[CH:30][C:29](=[O:32])[NH:28][C:27]2=[O:33])[O:12]1)(=[O:8])[C:2]1[CH:7]=[CH:6][CH:5]=[CH:4][CH:3]=1.[C:36](OC(=O)C)(=[O:38])[CH3:37], predict the reaction product. (8) Given the reactants [CH3:1][O:2][C:3]([C@H:5]1[CH:11]2[CH:12]=[CH:13][CH:7]([CH:8]3[CH:10]2[CH2:9]3)[C@H:6]1[C:14]([OH:16])=[O:15])=[O:4].C([N:19]([CH2:22]C)CC)C.Cl[C:25]([O:27][CH2:28][CH3:29])=[O:26].[N-]=[N+]=[N-].[Na+].[CH2:34]([OH:41])[C:35]1[CH:40]=[CH:39][CH:38]=[CH:37][CH:36]=1, predict the reaction product. The product is: [CH2:28]([O:27][C:25]([NH:19][C@@H:6]1[CH:7]2[CH:13]=[CH:12][CH:11]([CH:10]3[CH:8]2[CH2:9]3)[C@@H:5]1[C:3]([O:2][CH3:1])=[O:4])=[O:26])[C:29]1[CH:38]=[CH:37][CH:36]=[CH:35][CH:34]=1.[CH:11]12[CH:12]=[CH:13][CH:7]([CH:6]([C:14]([O:16][NH:19][C:22]([O:41][CH2:34][C:35]3[CH:40]=[CH:39][CH:38]=[CH:37][CH:36]=3)=[O:26])=[O:15])[CH2:5]1)[CH:8]1[CH:10]2[CH2:9]1.